Predict the reactants needed to synthesize the given product. From a dataset of Full USPTO retrosynthesis dataset with 1.9M reactions from patents (1976-2016). Given the product [CH3:13][O:12][C:8](=[O:11])[CH2:9][CH2:10][NH:7][CH:1]1[CH2:6][CH2:5][CH2:4][CH2:3][CH2:2]1, predict the reactants needed to synthesize it. The reactants are: [CH:1]1([NH2:7])[CH2:6][CH2:5][CH2:4][CH2:3][CH2:2]1.[C:8]([O:12][CH3:13])(=[O:11])[CH:9]=[CH2:10].